From a dataset of Reaction yield outcomes from USPTO patents with 853,638 reactions. Predict the reaction yield, written as a fraction of the theoretical maximum amount of product (1.0 means a 100% yield; for example, 0.34 means a 34% yield). (1) The reactants are [Cl:1][C:2]1[CH:3]=[C:4]2[C:8](=[CH:9][CH:10]=1)[NH:7][C:6]([C:11]([NH:13][NH:14][C:15](=[O:25])[C:16]1[CH:21]=[CH:20][CH:19]=[C:18]([N:22]([CH3:24])[CH3:23])[CH:17]=1)=[O:12])=[CH:5]2.[CH3:26][S:27]([OH:30])(=[O:29])=[O:28].C(OCC)C. The catalyst is CO. The product is [CH3:26][S:27]([OH:30])(=[O:29])=[O:28].[Cl:1][C:2]1[CH:3]=[C:4]2[C:8](=[CH:9][CH:10]=1)[NH:7][C:6]([C:11]([NH:13][NH:14][C:15](=[O:25])[C:16]1[CH:21]=[CH:20][CH:19]=[C:18]([N:22]([CH3:23])[CH3:24])[CH:17]=1)=[O:12])=[CH:5]2. The yield is 0.840. (2) The reactants are [N+:1]([C:4]1[C:13]2[C:8](=[CH:9][CH:10]=[CH:11][CH:12]=2)[C:7]([N:14]2[CH2:19][CH2:18][N:17]3[CH2:20][CH2:21][CH2:22][CH:16]3[CH2:15]2)=[CH:6][CH:5]=1)([O-])=O.O.NN.N1C=CC=CC=1.[C:32]1([CH3:42])[CH:37]=[CH:36][C:35]([S:38]([Cl:41])(=[O:40])=[O:39])=[CH:34][CH:33]=1. The catalyst is C1COCC1.[Ni].CCO. The product is [ClH:41].[CH2:15]1[N:14]([C:7]2[C:8]3[C:13](=[CH:12][CH:11]=[CH:10][CH:9]=3)[C:4]([NH:1][S:38]([C:35]3[CH:36]=[CH:37][C:32]([CH3:42])=[CH:33][CH:34]=3)(=[O:40])=[O:39])=[CH:5][CH:6]=2)[CH2:19][CH2:18][N:17]2[CH2:20][CH2:21][CH2:22][CH:16]12. The yield is 0.950. (3) The reactants are [C:1]([O:5][C:6]([N:8]1[CH2:12][CH2:11][CH:10]([C:13]2[S:14][C:15]([C:31]([OH:33])=O)=[C:16]([C:18]3[CH:23]=[CH:22][C:21]([O:24][C:25]4[CH:30]=[CH:29][CH:28]=[CH:27][CH:26]=4)=[CH:20][CH:19]=3)[N:17]=2)[CH2:9]1)=[O:7])([CH3:4])([CH3:3])[CH3:2].C[N:35](C(ON1N=NC2C=CC=NC1=2)=[N+](C)C)C.F[P-](F)(F)(F)(F)F.CCN(C(C)C)C(C)C. The catalyst is CN(C=O)C. The product is [C:31]([C:15]1[S:14][C:13]([CH:10]2[CH2:11][CH2:12][N:8]([C:6]([O:5][C:1]([CH3:4])([CH3:2])[CH3:3])=[O:7])[CH2:9]2)=[N:17][C:16]=1[C:18]1[CH:23]=[CH:22][C:21]([O:24][C:25]2[CH:26]=[CH:27][CH:28]=[CH:29][CH:30]=2)=[CH:20][CH:19]=1)(=[O:33])[NH2:35]. The yield is 0.750. (4) The reactants are [CH3:1][N:2]([C:4]1[CH:9]=[CH:8][C:7](Br)=[CH:6][N:5]=1)[CH3:3].[CH2:11]([N:13]([C:16]1[N:21]=[CH:20][C:19]([NH2:22])=[CH:18][N:17]=1)[CH2:14][CH3:15])[CH3:12]. No catalyst specified. The product is [CH3:1][N:2]([CH3:3])[C:4]1[N:5]=[CH:6][C:7]([NH:22][C:19]2[CH:18]=[N:17][C:16]([N:13]([CH2:14][CH3:15])[CH2:11][CH3:12])=[N:21][CH:20]=2)=[CH:8][CH:9]=1. The yield is 0.910. (5) The reactants are [C:1]([N:4]([C:8]1[N:13]=[CH:12][C:11]([C:14]#[C:15][C:16]2[CH:17]=[N:18][N:19]3[C:24]([C:25]([F:28])([F:27])[F:26])=[CH:23][C:22]([C:29]4[CH:34]=[CH:33][C:32]([C:35]([F:38])([F:37])[F:36])=[CH:31][CH:30]=4)=[N:21][C:20]=23)=[CH:10][N:9]=1)C(=O)C)(=[O:3])[CH3:2].Cl.O. The catalyst is N.C1COCC1. The product is [F:27][C:25]([F:26])([F:28])[C:24]1[N:19]2[N:18]=[CH:17][C:16]([C:15]#[C:14][C:11]3[CH:12]=[N:13][C:8]([NH:4][C:1](=[O:3])[CH3:2])=[N:9][CH:10]=3)=[C:20]2[N:21]=[C:22]([C:29]2[CH:34]=[CH:33][C:32]([C:35]([F:36])([F:37])[F:38])=[CH:31][CH:30]=2)[CH:23]=1. The yield is 0.950.